From a dataset of HIV replication inhibition screening data with 41,000+ compounds from the AIDS Antiviral Screen. Binary Classification. Given a drug SMILES string, predict its activity (active/inactive) in a high-throughput screening assay against a specified biological target. (1) The molecule is COc1cc(OC)cc(C2(C#N)CCN(C)CC2)c1. The result is 0 (inactive). (2) The drug is CCOCN1COCN=C1NC#N. The result is 0 (inactive). (3) The drug is Cc1cc(C)c(C)c(C(=O)OCC(C)(C)C)c1C. The result is 0 (inactive).